Dataset: Reaction yield outcomes from USPTO patents with 853,638 reactions. Task: Predict the reaction yield, written as a fraction of the theoretical maximum amount of product (1.0 means a 100% yield; for example, 0.34 means a 34% yield). The reactants are Br[C:2]1[CH:3]=[C:4]([S:8]([N:11]2[CH2:16][CH2:15][N:14]([C:17]([O:19][C:20]([CH3:23])([CH3:22])[CH3:21])=[O:18])[CH2:13][C@@H:12]2[CH3:24])(=[O:10])=[O:9])[CH:5]=[CH:6][CH:7]=1.[CH3:25][C:26]1([CH3:42])[C:30]([CH3:32])([CH3:31])[O:29][B:28]([B:28]2[O:29][C:30]([CH3:32])([CH3:31])[C:26]([CH3:42])([CH3:25])[O:27]2)[O:27]1.C([O-])(=O)C.[K+].BrC1C=CC=CC=1S(N)(=O)=O. The catalyst is C1C=CC(P(C2C=CC=CC=2)[C-]2C=CC=C2)=CC=1.C1C=CC(P(C2C=CC=CC=2)[C-]2C=CC=C2)=CC=1.Cl[Pd]Cl.[Fe+2]. The product is [CH3:24][C@@H:12]1[N:11]([S:8]([C:4]2[CH:5]=[CH:6][CH:7]=[C:2]([B:28]3[O:29][C:30]([CH3:32])([CH3:31])[C:26]([CH3:42])([CH3:25])[O:27]3)[CH:3]=2)(=[O:10])=[O:9])[CH2:16][CH2:15][N:14]([C:17]([O:19][C:20]([CH3:23])([CH3:22])[CH3:21])=[O:18])[CH2:13]1. The yield is 0.930.